This data is from Forward reaction prediction with 1.9M reactions from USPTO patents (1976-2016). The task is: Predict the product of the given reaction. Given the reactants [CH2:1]([N:3]([CH2:23][CH3:24])[C:4]1[CH:13]=[C:12]2[C:7]([CH:8]=[C:9]([C:15]3[N:16]=[C:17]([CH2:20][C:21]#N)[S:18][CH:19]=3)[C:10](=[O:14])[O:11]2)=[CH:6][CH:5]=1)[CH3:2].S(=O)(=O)(O)O.C([O-])([O-])=[O:31].[Na+].[Na+].[CH2:36]([OH:38])[CH3:37], predict the reaction product. The product is: [CH2:36]([O:38][C:21](=[O:31])[CH2:20][C:17]1[S:18][CH:19]=[C:15]([C:9]2[C:10](=[O:14])[O:11][C:12]3[C:7]([CH:8]=2)=[CH:6][CH:5]=[C:4]([N:3]([CH2:23][CH3:24])[CH2:1][CH3:2])[CH:13]=3)[N:16]=1)[CH3:37].